Task: Regression. Given a peptide amino acid sequence and an MHC pseudo amino acid sequence, predict their binding affinity value. This is MHC class I binding data.. Dataset: Peptide-MHC class I binding affinity with 185,985 pairs from IEDB/IMGT (1) The peptide sequence is TLVPVLEKKV. The MHC is HLA-A68:02 with pseudo-sequence HLA-A68:02. The binding affinity (normalized) is 0.0412. (2) The peptide sequence is RAYWIHLMM. The MHC is HLA-B57:01 with pseudo-sequence HLA-B57:01. The binding affinity (normalized) is 0.528. (3) The peptide sequence is TMSIYIAVA. The MHC is HLA-A02:06 with pseudo-sequence HLA-A02:06. The binding affinity (normalized) is 0.384.